This data is from Forward reaction prediction with 1.9M reactions from USPTO patents (1976-2016). The task is: Predict the product of the given reaction. (1) Given the reactants [CH3:1][C@:2]12[C:8]([CH3:10])([CH3:9])[C@H:5]([CH2:6][CH2:7]1)[C:4](=O)[C:3]2=O.COP([CH2:19][C:20](=O)[CH2:21][C:22]([CH3:25])([CH3:24])[CH3:23])(=O)OC.O.[NH2:28][NH2:29], predict the reaction product. The product is: [CH3:23][C:22]([CH3:25])([CH3:24])[CH2:21][C:20]1[N:28]=[N:29][C:3]2[C@@:2]3([CH3:1])[C:8]([CH3:10])([CH3:9])[C@@H:5]([C:4]=2[CH:19]=1)[CH2:6][CH2:7]3. (2) Given the reactants FC(F)(F)S(O[C:7]1[CH:16]=[C:15]2[C:10]([CH:11]([C:18]3[CH:23]=[CH:22][C:21]([Cl:24])=[C:20]([Cl:25])[CH:19]=3)[CH2:12][N:13]([CH3:17])[CH2:14]2)=[CH:9][CH:8]=1)(=O)=O.[C:28]([C:30]1[CH:35]=[CH:34][CH:33]=[CH:32][C:31]=1B(O)O)#[N:29].C(=O)([O-])[O-].[Cs+].[Cs+], predict the reaction product. The product is: [Cl:25][C:20]1[CH:19]=[C:18]([CH:11]2[C:10]3[C:15](=[CH:16][C:7]([C:31]4[CH:32]=[CH:33][CH:34]=[CH:35][C:30]=4[C:28]#[N:29])=[CH:8][CH:9]=3)[CH2:14][N:13]([CH3:17])[CH2:12]2)[CH:23]=[CH:22][C:21]=1[Cl:24]. (3) Given the reactants C(OC(N1[CH2:12][CH2:11][CH:10]([NH:13][C:14]([C:16]2[S:17][CH:18]=[CH:19][C:20]=2[NH:21][C:22]2[CH:27]=[CH:26][N:25]=[C:24]3[NH:28][CH:29]=[CH:30][C:23]=23)=[O:15])C1)=O)(C)(C)C.[CH3:31][O:32][C:33]1[CH:34]=C(CCN)[CH:36]=[CH:37][CH:38]=1, predict the reaction product. The product is: [CH3:31][O:32][C:33]1[CH:34]=[C:12]([CH2:11][CH2:10][NH:13][C:14]([C:16]2[S:17][CH:18]=[CH:19][C:20]=2[NH:21][C:22]2[CH:27]=[CH:26][N:25]=[C:24]3[NH:28][CH:29]=[CH:30][C:23]=23)=[O:15])[CH:36]=[CH:37][CH:38]=1.